Dataset: CYP2D6 inhibition data for predicting drug metabolism from PubChem BioAssay. Task: Regression/Classification. Given a drug SMILES string, predict its absorption, distribution, metabolism, or excretion properties. Task type varies by dataset: regression for continuous measurements (e.g., permeability, clearance, half-life) or binary classification for categorical outcomes (e.g., BBB penetration, CYP inhibition). Dataset: cyp2d6_veith. (1) The drug is COc1cc(OC)c(C(=O)CCCN2CCCC2)c(OC)c1. The result is 1 (inhibitor). (2) The molecule is C[n+]1cc(-c2ccccc2)n2c1CCCCC2.[I-]. The result is 0 (non-inhibitor). (3) The compound is CCN(CC)c1ccc(NC(=O)c2cccc(F)c2)c(C)c1. The result is 0 (non-inhibitor).